This data is from Reaction yield outcomes from USPTO patents with 853,638 reactions. The task is: Predict the reaction yield, written as a fraction of the theoretical maximum amount of product (1.0 means a 100% yield; for example, 0.34 means a 34% yield). The reactants are [CH3:1][C@H:2]1[CH2:7][NH:6][C:5](=O)[CH2:4][N:3]1[C:9]([O:11][C:12]([CH3:15])([CH3:14])[CH3:13])=[O:10].COC1C=CC(P2(SP(C3C=CC(OC)=CC=3)(=S)S2)=[S:25])=CC=1. No catalyst specified. The product is [CH3:1][C@H:2]1[CH2:7][NH:6][C:5](=[S:25])[CH2:4][N:3]1[C:9]([O:11][C:12]([CH3:15])([CH3:14])[CH3:13])=[O:10]. The yield is 0.760.